This data is from Forward reaction prediction with 1.9M reactions from USPTO patents (1976-2016). The task is: Predict the product of the given reaction. (1) Given the reactants [H-].[Na+].[CH2:3]([OH:6])[CH2:4][CH3:5].Br[CH2:8][C:9]1[CH:18]=[CH:17][C:12]([C:13]([O:15]C)=[O:14])=[CH:11][CH:10]=1, predict the reaction product. The product is: [CH2:3]([O:6][CH2:8][C:9]1[CH:18]=[CH:17][C:12]([C:13]([OH:15])=[O:14])=[CH:11][CH:10]=1)[CH2:4][CH3:5]. (2) The product is: [CH3:9][O:8][C:5]1[N:6]=[CH:7][C:2]([C:16]2[CH:15]=[CH:14][C:13]([C:20]([O:22][CH3:25])=[O:21])=[CH:12][CH:11]=2)=[CH:3][CH:4]=1. Given the reactants Br[C:2]1[CH:3]=[CH:4][C:5]([O:8][CH3:9])=[N:6][CH:7]=1.C[C:11]1[CH:16]=[CH:15][C:14](B(O)O)=[C:13]([C:20]([OH:22])=[O:21])[CH:12]=1.[F-].[Cs+].[CH3:25]OCCOC, predict the reaction product.